Dataset: Full USPTO retrosynthesis dataset with 1.9M reactions from patents (1976-2016). Task: Predict the reactants needed to synthesize the given product. (1) Given the product [OH:51][C:52]1([C:14]([N:16]2[CH2:21][CH2:20][N:19]([C:22]([C:30]3[CH:45]=[CH:34][C:33]([C:73]4[CH:72]=[CH:71][CH:70]=[C:69]([NH:65][S:41]([C:35]5[CH:40]=[CH:39][CH:38]=[CH:37][CH:36]=5)(=[O:43])=[O:42])[CH:68]=4)=[CH:32][CH:31]=3)=[O:23])[CH2:18][CH2:17]2)=[O:15])[CH2:54][CH2:53]1, predict the reactants needed to synthesize it. The reactants are: NC1C=C(C2C([C:14]([N:16]3[CH2:21][CH2:20][N:19]([C:22](OC(C)(C)C)=[O:23])[CH2:18][CH2:17]3)=[O:15])=CC=CC=2)C=CC=1.N1[CH:34]=[CH:33][CH:32]=[CH:31][CH:30]=1.[C:35]1([S:41](Cl)(=[O:43])=[O:42])[CH:40]=[CH:39][CH:38]=[CH:37][CH:36]=1.[C:45](Cl)(=O)OCC.[OH:51][C:52]1(C(O)=O)[CH2:54][CH2:53]1.F[P-](F)(F)(F)(F)F.[N:65]1(O[P+](N(C)C)(N(C)C)N(C)C)[C:69]2[CH:70]=[CH:71][CH:72]=[CH:73][C:68]=2N=N1. (2) Given the product [F:1][C:2]1[CH:7]=[CH:6][CH:5]=[CH:4][C:3]=1[N:8]1[C:12]([C:13]2[CH:14]=[CH:15][N:16]=[CH:17][CH:18]=2)=[C:11]([C:19]2[O:23][N:22]=[C:21]([C:24]3[CH:32]=[C:31]4[C:27]([CH2:28][CH2:29][NH:30]4)=[CH:26][CH:25]=3)[N:20]=2)[N:10]=[N:9]1, predict the reactants needed to synthesize it. The reactants are: [F:1][C:2]1[CH:7]=[CH:6][CH:5]=[CH:4][C:3]=1[N:8]1[C:12]([C:13]2[CH:18]=[CH:17][N:16]=[CH:15][CH:14]=2)=[C:11]([C:19]2[O:23][N:22]=[C:21]([C:24]3[CH:32]=[C:31]4[C:27]([CH2:28][CH2:29][N:30]4C(=O)C)=[CH:26][CH:25]=3)[N:20]=2)[N:10]=[N:9]1. (3) The reactants are: [C:1]([O:5][C:6](=[O:35])[NH:7][C:8]1([C:12]2[CH:17]=[CH:16][C:15]([C:18]3[C:19]([C:29]4[CH:34]=[CH:33][CH:32]=[CH:31][CH:30]=4)=[CH:20][C:21]4[NH:26][C:25](=S)[CH2:24][O:23][C:22]=4[N:28]=3)=[CH:14][CH:13]=2)[CH2:11][CH2:10][CH2:9]1)([CH3:4])([CH3:3])[CH3:2].O.[NH2:37][NH2:38]. Given the product [C:1]([O:5][C:6](=[O:35])[NH:7][C:8]1([C:12]2[CH:17]=[CH:16][C:15]([C:18]3[C:19]([C:29]4[CH:34]=[CH:33][CH:32]=[CH:31][CH:30]=4)=[CH:20][C:21]4[NH:26]/[C:25](=[N:37]/[NH2:38])/[CH2:24][O:23][C:22]=4[N:28]=3)=[CH:14][CH:13]=2)[CH2:11][CH2:10][CH2:9]1)([CH3:4])([CH3:3])[CH3:2], predict the reactants needed to synthesize it. (4) Given the product [NH2:1][C:2]1[C:12](/[CH:17]=[CH:16]/[C:15]([O:19][CH3:20])=[O:18])=[CH:11][C:10]([Br:14])=[C:4]2[C:5]([NH:7][C:8](=[O:9])[C:3]=12)=[O:6], predict the reactants needed to synthesize it. The reactants are: [NH2:1][C:2]1[C:12](I)=[CH:11][C:10]([Br:14])=[C:4]2[C:5]([NH:7][C:8](=[O:9])[C:3]=12)=[O:6].[C:15]([O:19][CH3:20])(=[O:18])[CH:16]=[CH2:17].C(N(CC)CC)C.O. (5) Given the product [CH2:21]([N:8]([CH2:7][C:2]1[CH:3]=[CH:4][CH:5]=[CH:6][N:1]=1)[C:9]1[CH:14]=[CH:13][CH:12]=[CH:11][N:10]=1)[CH3:22], predict the reactants needed to synthesize it. The reactants are: [N:1]1[CH:6]=[CH:5][CH:4]=[CH:3][C:2]=1[CH2:7][NH:8][C:9]1[CH:14]=[CH:13][CH:12]=[CH:11][N:10]=1.[H-].[Na+].S(OCC)(O[CH2:21][CH3:22])(=O)=O. (6) Given the product [CH3:18][N:16]([CH3:17])[C:6]1([CH2:5][CH2:4][CH2:3][O:2][CH3:1])[CH2:7][CH2:8][C:9](=[O:10])[CH2:14][CH2:15]1, predict the reactants needed to synthesize it. The reactants are: [CH3:1][O:2][CH2:3][CH2:4][CH2:5][C:6]1([N:16]([CH3:18])[CH3:17])[CH2:15][CH2:14][C:9]2(OCC[O:10]2)[CH2:8][CH2:7]1.Cl.